The task is: Predict the reactants needed to synthesize the given product.. This data is from Full USPTO retrosynthesis dataset with 1.9M reactions from patents (1976-2016). (1) The reactants are: Cl.[NH2:2][C:3]([C:5]1[O:6][C:7]2[CH:25]=[CH:24][C:23]([Br:26])=[CH:22][C:8]=2[C:9]=1[NH:10][C:11](=O)[C@H:12]([CH2:14][C:15]1[CH:20]=[CH:19][CH:18]=[CH:17][CH:16]=1)[NH2:13])=[O:4].[OH-].[Na+]. Given the product [NH2:13][CH:12]([C:11]1[NH:2][C:3](=[O:4])[C:5]2[O:6][C:7]3[CH:25]=[CH:24][C:23]([Br:26])=[CH:22][C:8]=3[C:9]=2[N:10]=1)[CH2:14][C:15]1[CH:20]=[CH:19][CH:18]=[CH:17][CH:16]=1, predict the reactants needed to synthesize it. (2) Given the product [Cl:10][C:11]1[CH:12]=[CH:13][C:14]2[N:15]([CH:5]=[C:6]([C:2]([OH:3])([CH3:1])[CH3:7])[N:19]=2)[N:16]=1, predict the reactants needed to synthesize it. The reactants are: [CH3:1][CH:2]1[CH2:6][CH2:5]C[O:3]1.[CH3:7][Mg]Cl.[Cl:10][C:11]1[CH:12]=[CH:13][C:14]2[N:15](C=C(C(OCC)=O)[N:19]=2)[N:16]=1.Cl. (3) Given the product [CH3:8][N:9]([CH2:10][CH2:11][N:39]1[CH2:44][CH2:43][O:42][CH2:41][CH2:40]1)[C:23]1[CH:24]=[CH:25][C:26]([N+:29]([O-:31])=[O:30])=[CH:27][CH:28]=1, predict the reactants needed to synthesize it. The reactants are: OC(C(F)(F)F)=O.[CH3:8][N:9]([C:23]1[CH:28]=[CH:27][C:26]([N+:29]([O-:31])=[O:30])=[CH:25][CH:24]=1)[CH2:10][CH2:11]OS(C1C=CC(C)=CC=1)(=O)=O.C(N(CC)CC)C.[NH:39]1[CH2:44][CH2:43][O:42][CH2:41][CH2:40]1. (4) Given the product [C:1]([NH:5][C:6]([C:8]1[C:16]2[C:11](=[N:12][CH:13]=[C:14]([C:17]3[C:25]4[C:20](=[CH:21][CH:22]=[C:23]([O:26][CH:27]([F:28])[F:29])[CH:24]=4)[N:19]([CH2:30][CH:31]4[CH2:32][NH:33][CH2:34]4)[N:18]=3)[N:15]=2)[NH:10][CH:9]=1)=[O:7])([CH3:4])([CH3:2])[CH3:3], predict the reactants needed to synthesize it. The reactants are: [C:1]([NH:5][C:6]([C:8]1[C:16]2[C:11](=[N:12][CH:13]=[C:14]([C:17]3[C:25]4[C:20](=[CH:21][CH:22]=[C:23]([O:26][CH:27]([F:29])[F:28])[CH:24]=4)[N:19]([CH2:30][CH:31]4[CH2:34][N:33](C(OC(C)(C)C)=O)[CH2:32]4)[N:18]=3)[N:15]=2)[N:10](COCC[Si](C)(C)C)[CH:9]=1)=[O:7])([CH3:4])([CH3:3])[CH3:2].FC(F)(F)C(O)=O. (5) The reactants are: [F:1][C:2]1[CH:27]=[CH:26][C:5]([CH2:6][N:7]2[C:11]3[CH:12]=[CH:13][CH:14]=[CH:15][C:10]=3[N:9]=[C:8]2[N:16]2[CH2:25][CH2:24][C:19]3(OCC[O:20]3)[CH2:18][CH2:17]2)=[CH:4][CH:3]=1.S(=O)(=O)(O)O.O1CCCC1.C(=O)(O)[O-].[Na+]. Given the product [F:1][C:2]1[CH:3]=[CH:4][C:5]([CH2:6][N:7]2[C:11]3[CH:12]=[CH:13][CH:14]=[CH:15][C:10]=3[N:9]=[C:8]2[N:16]2[CH2:17][CH2:18][C:19](=[O:20])[CH2:24][CH2:25]2)=[CH:26][CH:27]=1, predict the reactants needed to synthesize it.